This data is from Full USPTO retrosynthesis dataset with 1.9M reactions from patents (1976-2016). The task is: Predict the reactants needed to synthesize the given product. (1) Given the product [O:1]1[C:5]2[CH:6]=[CH:7][CH:8]=[CH:9][C:4]=2[C:3]([CH2:10][C@@H:11]([B:30]([OH:38])[OH:31])[NH:12][C:13](=[O:29])[CH2:14][CH2:15][N:16]2[CH2:17][CH2:18][N:19]([C:22]([O:24][C:25]([CH3:28])([CH3:27])[CH3:26])=[O:23])[CH2:20][CH2:21]2)=[CH:2]1, predict the reactants needed to synthesize it. The reactants are: [O:1]1[C:5]2[CH:6]=[CH:7][CH:8]=[CH:9][C:4]=2[C:3]([CH2:10][C@@H:11]([B:30]2[O:38]C(C)(C)C(C)(C)[O:31]2)[NH:12][C:13](=[O:29])[CH2:14][CH2:15][N:16]2[CH2:21][CH2:20][N:19]([C:22]([O:24][C:25]([CH3:28])([CH3:27])[CH3:26])=[O:23])[CH2:18][CH2:17]2)=[CH:2]1.CC(C)CB(O)O.Cl. (2) Given the product [N:23]1[CH:24]=[CH:25][CH:26]=[CH:27][C:22]=1[C:8]1[C:9]([C:11]2[C:20]3[C:15](=[CH:16][CH:17]=[CH:18][CH:19]=3)[C:14](=[O:21])[NH:13][N:12]=2)=[CH:10][NH:6][N:7]=1, predict the reactants needed to synthesize it. The reactants are: CN(C)S([N:6]1[CH:10]=[C:9]([C:11]2[C:20]3[C:15](=[CH:16][CH:17]=[CH:18][CH:19]=3)[C:14](=[O:21])[NH:13][N:12]=2)[C:8]([C:22]2[CH:27]=[CH:26][CH:25]=[CH:24][N:23]=2)=[N:7]1)(=O)=O.C[O-].[Na+]. (3) Given the product [CH:36]1([CH2:35][O:34][C:28]2[CH:29]=[CH:30][CH:31]=[C:32]([OH:33])[C:27]=2[C:4]2[CH:5]=[C:6]([CH:14]3[CH2:19][CH2:18][CH2:17][N:16]([C:20]([O:22][C:23]([CH3:26])([CH3:25])[CH3:24])=[O:21])[CH2:15]3)[C:7]3[CH2:8][N:9]([S:10]([CH3:13])(=[O:11])=[O:12])[C:47](=[O:49])[NH:1][C:2]=3[N:3]=2)[CH2:37][CH2:38]1, predict the reactants needed to synthesize it. The reactants are: [NH2:1][C:2]1[C:7]([CH2:8][NH:9][S:10]([CH3:13])(=[O:12])=[O:11])=[C:6]([CH:14]2[CH2:19][CH2:18][CH2:17][N:16]([C:20]([O:22][C:23]([CH3:26])([CH3:25])[CH3:24])=[O:21])[CH2:15]2)[CH:5]=[C:4]([C:27]2[C:32]([OH:33])=[CH:31][CH:30]=[CH:29][C:28]=2[O:34][CH2:35][CH:36]2[CH2:38][CH2:37]2)[N:3]=1.C(N(CC)CC)C.Cl[C:47](Cl)([O:49]C(=O)OC(Cl)(Cl)Cl)Cl. (4) Given the product [CH2:9]([C:2]1[N:25]([C:24]2[CH:20]=[CH:21][CH:19]=[CH:22][CH:23]=2)[N:26]=[CH:27][C:3]=1[CH:4]=[O:6])[CH3:10], predict the reactants needed to synthesize it. The reactants are: O=[C:2]([CH2:9][CH3:10])[CH2:3][C:4]([O:6]CC)=O.C1(NN)C=CC=CC=1.[CH:19]1([C:22]2[N:26]([CH:27](C)C)[N:25]=[CH:24][C:23]=2C=O)[CH2:21][CH2:20]1.